This data is from Reaction yield outcomes from USPTO patents with 853,638 reactions. The task is: Predict the reaction yield, written as a fraction of the theoretical maximum amount of product (1.0 means a 100% yield; for example, 0.34 means a 34% yield). (1) The reactants are [C:1]1([CH2:7][CH2:8][CH2:9][CH2:10][C:11]2[O:12][C:13]3[C:22]4[C:21](=[CH:23][CH2:24][NH:25][C:26](=[O:28])[CH3:27])[CH2:20][CH2:19][C:18]=4[CH:17]=[CH:16][C:14]=3[N:15]=2)[CH:6]=[CH:5][CH:4]=[CH:3][CH:2]=1. The catalyst is CO.[C].[Pd]. The product is [C:1]1([CH2:7][CH2:8][CH2:9][CH2:10][C:11]2[O:12][C:13]3[C:22]4[CH:21]([CH2:23][CH2:24][NH:25][C:26](=[O:28])[CH3:27])[CH2:20][CH2:19][C:18]=4[CH:17]=[CH:16][C:14]=3[N:15]=2)[CH:6]=[CH:5][CH:4]=[CH:3][CH:2]=1. The yield is 0.910. (2) The reactants are C[O:2][C:3](=[O:31])[CH2:4][O:5][C:6]1[CH:15]=[CH:14][C:13]2[C:8](=[CH:9][CH:10]=[C:11]([C:16]3[NH:17][C:18]4[C:23]([C:24]=3[CH2:25][CH2:26][CH2:27][CH2:28][CH3:29])=[CH:22][CH:21]=[CH:20][CH:19]=4)[CH:12]=2)[C:7]=1[Br:30].[CH3:32]C([O-])(C)C.[K+].[H-].[Na+]. The catalyst is C1COCC1. The product is [Br:30][C:7]1[C:8]2[C:13](=[CH:12][C:11]([C:16]3[N:17]([CH3:32])[C:18]4[C:23]([C:24]=3[CH2:25][CH2:26][CH2:27][CH2:28][CH3:29])=[CH:22][CH:21]=[CH:20][CH:19]=4)=[CH:10][CH:9]=2)[CH:14]=[CH:15][C:6]=1[O:5][CH2:4][C:3]([OH:2])=[O:31]. The yield is 0.570. (3) The catalyst is CN(C)C1C=CN=CC=1.ClCCl.ClCCl.CCCCCC. The product is [O:20]1[CH:24]=[CH:23][CH:22]=[C:21]1[C:25]([NH:27][NH:28][C:46](=[O:47])[C:43]1[CH:42]=[CH:41][C:40]([CH:39]([S:36]([C:33]2[CH:34]=[CH:35][C:30]([Cl:29])=[CH:31][CH:32]=2)(=[O:37])=[O:38])[C:49]2[CH:54]=[C:53]([F:55])[CH:52]=[CH:51][C:50]=2[F:56])=[N:45][CH:44]=1)=[O:26]. The reactants are C(N(CC)CC)C.Cl.C(N=C=NCCCN(C)C)C.[O:20]1[CH:24]=[CH:23][CH:22]=[C:21]1[C:25]([NH:27][NH2:28])=[O:26].[Cl:29][C:30]1[CH:35]=[CH:34][C:33]([S:36]([CH:39]([C:49]2[CH:54]=[C:53]([F:55])[CH:52]=[CH:51][C:50]=2[F:56])[C:40]2[N:45]=[CH:44][C:43]([C:46](O)=[O:47])=[CH:42][CH:41]=2)(=[O:38])=[O:37])=[CH:32][CH:31]=1. The yield is 0.580. (4) The reactants are [CH:1]1([N:4]2[CH2:10][CH2:9][CH2:8][N:7]([C:11]3[CH:21]=[CH:20][C:14]([C:15]([O:17]CC)=O)=[CH:13][CH:12]=3)[CH2:6][CH2:5]2)[CH2:3][CH2:2]1.[CH3:22][O:23][C:24]1[CH:25]=[C:26]([CH2:32][CH2:33][C:34]2[CH:35]=[C:36]([NH2:39])[NH:37][N:38]=2)[CH:27]=[C:28]([O:30][CH3:31])[CH:29]=1.C[Al](C)C.C(Cl)Cl.CCOCC. The catalyst is C1(C)C=CC=CC=1. The product is [CH:1]1([N:4]2[CH2:10][CH2:9][CH2:8][N:7]([C:11]3[CH:12]=[CH:13][C:14]([C:15]([NH:39][C:36]4[NH:37][N:38]=[C:34]([CH2:33][CH2:32][C:26]5[CH:27]=[C:28]([O:30][CH3:31])[CH:29]=[C:24]([O:23][CH3:22])[CH:25]=5)[CH:35]=4)=[O:17])=[CH:20][CH:21]=3)[CH2:6][CH2:5]2)[CH2:2][CH2:3]1. The yield is 0.337. (5) The reactants are [C@@H:1]([NH:5][C:6]([C:8]1[C:16]2[C:11](=[N:12][CH:13]=[C:14]([O:17][C:18]3[CH:19]=[C:20]4[C:24](=[CH:25][CH:26]=3)[CH2:23][CH2:22][C@H:21]4[NH:27][C:28](=[O:30])[CH3:29])[N:15]=2)[N:10](COCC[Si](C)(C)C)[CH:9]=1)=[O:7])([CH2:3][CH3:4])[CH3:2].C(N)CN. The catalyst is Cl.C(O)(=O)C. The product is [C@@H:1]([NH:5][C:6]([C:8]1[C:16]2[C:11](=[N:12][CH:13]=[C:14]([O:17][C:18]3[CH:19]=[C:20]4[C:24](=[CH:25][CH:26]=3)[CH2:23][CH2:22][C@H:21]4[NH:27][C:28](=[O:30])[CH3:29])[N:15]=2)[NH:10][CH:9]=1)=[O:7])([CH2:3][CH3:4])[CH3:2]. The yield is 0.190. (6) The reactants are Cl.[NH2:2][CH2:3][C:4]([OH:6])=O.[N:7]([C:10]1[CH:11]=[CH:12][C:13]([O:16][C:17](=[O:26])[N:18]([CH3:25])[C:19]2[CH:24]=[CH:23][CH:22]=[CH:21][CH:20]=2)=[N:14][CH:15]=1)=[C:8]=[S:9].CO.C(N(CC)CC)C. The catalyst is ClCC(Cl)C.ClCCl. The product is [O:6]=[C:4]1[N:7]([C:10]2[CH:11]=[CH:12][C:13]([O:16][C:17](=[O:26])[N:18]([CH3:25])[C:19]3[CH:24]=[CH:23][CH:22]=[CH:21][CH:20]=3)=[N:14][CH:15]=2)[C:8](=[S:9])[NH:2][CH2:3]1. The yield is 0.400. (7) The reactants are CC(OI1(OC(C)=O)(OC(C)=O)OC(=O)C2C=CC=CC1=2)=O.[CH3:23][N:24]1[C:29](=[O:30])[N:28]2[CH:31]=[N:32][C:33]([C:34](=[S:42])[NH:35][C:36]3[CH:41]=[CH:40][CH:39]=[CH:38][CH:37]=3)=[C:27]2[N:26]=[N:25]1. The catalyst is C(Cl)(Cl)Cl. The product is [S:42]1[C:41]2[CH:40]=[CH:39][CH:38]=[CH:37][C:36]=2[N:35]=[C:34]1[C:33]1[N:32]=[CH:31][N:28]2[C:29](=[O:30])[N:24]([CH3:23])[N:25]=[N:26][C:27]=12. The yield is 0.100. (8) The reactants are [CH3:1][N:2]([CH3:22])[C:3]1[CH:8]=[CH:7][C:6]([C:9]2[O:10][C:11]3[C:16]([C:17](=[O:20])[C:18]=2[OH:19])=[CH:15][C:14]([CH3:21])=[CH:13][CH:12]=3)=[CH:5][CH:4]=1.[C:23]([O-])([O-])=O.[K+].[K+].COS(OC)(=O)=O.O. The catalyst is CC(C)=O. The product is [CH3:1][N:2]([CH3:22])[C:3]1[CH:8]=[CH:7][C:6]([C:9]2[O:10][C:11]3[C:16]([C:17](=[O:20])[C:18]=2[O:19][CH3:23])=[CH:15][C:14]([CH3:21])=[CH:13][CH:12]=3)=[CH:5][CH:4]=1. The yield is 0.810.